Dataset: Forward reaction prediction with 1.9M reactions from USPTO patents (1976-2016). Task: Predict the product of the given reaction. (1) Given the reactants Br[C:2]1[CH:3]=[CH:4][C:5]([N:8]2[CH2:13][CH2:12][N:11]([CH:14]=[O:15])[CH2:10][CH2:9]2)=[N:6][CH:7]=1.[F:16][C:17]1[CH:22]=[CH:21][C:20](B(O)O)=[CH:19][CH:18]=1.CCO.C([O-])([O-])=O.[Na+].[Na+], predict the reaction product. The product is: [F:16][C:17]1[CH:22]=[CH:21][C:20]([C:2]2[CH:3]=[CH:4][C:5]([N:8]3[CH2:13][CH2:12][N:11]([CH:14]=[O:15])[CH2:10][CH2:9]3)=[N:6][CH:7]=2)=[CH:19][CH:18]=1. (2) Given the reactants C(N1C(=O)C(N[C:12](=[O:23])[C:13]2[CH:18]=[C:17]([F:19])[C:16]([F:20])=[C:15]([F:21])[C:14]=2[F:22])(C)C(=O)NC1=O)C.[NH2:26][C:27]1([CH2:39][CH3:40])[C:32](=[O:33])[N:31]([CH:34]([CH3:36])[CH3:35])[C:30](=[O:37])[NH:29][C:28]1=[O:38], predict the reaction product. The product is: [CH2:39]([C:27]1([NH:26][C:12](=[O:23])[C:13]2[CH:18]=[C:17]([F:19])[C:16]([F:20])=[C:15]([F:21])[C:14]=2[F:22])[C:32](=[O:33])[N:31]([CH:34]([CH3:36])[CH3:35])[C:30](=[O:37])[NH:29][C:28]1=[O:38])[CH3:40]. (3) The product is: [CH3:3][CH:4]1[CH2:9][CH2:8][N:7]([C:10]2[C:15]([N+:16]([O-:18])=[O:17])=[CH:14][CH:13]=[C:12]([N:19]3[CH2:24][CH2:23][N:22]([CH2:33][C:34]([N:36]4[CH2:41][CH2:40][O:39][CH2:38][CH2:37]4)=[O:35])[CH2:21][CH2:20]3)[N:11]=2)[CH2:6][CH2:5]1. Given the reactants Br.Br.[CH3:3][CH:4]1[CH2:9][CH2:8][N:7]([C:10]2[C:15]([N+:16]([O-:18])=[O:17])=[CH:14][CH:13]=[C:12]([N:19]3[CH2:24][CH2:23][NH:22][CH2:21][CH2:20]3)[N:11]=2)[CH2:6][CH2:5]1.CCN(CC)CC.Cl[CH2:33][C:34]([N:36]1[CH2:41][CH2:40][O:39][CH2:38][CH2:37]1)=[O:35], predict the reaction product.